Task: Predict which catalyst facilitates the given reaction.. Dataset: Catalyst prediction with 721,799 reactions and 888 catalyst types from USPTO (1) Reactant: [OH:1][C:2]1[CH:14]=[CH:13][C:5]2[C:6]([C:9]([O:11][CH3:12])=[O:10])=[CH:7][O:8][C:4]=2[CH:3]=1.Cl[C:16]1[C:25]2[C:20](=[CH:21][C:22]([O:28][CH3:29])=[C:23]([O:26][CH3:27])[CH:24]=2)[N:19]=[CH:18][CH:17]=1.C1(P(C2CCCCC2)C2C=CC=CC=2C2C(C(C)C)=CC(C(C)C)=CC=2C(C)C)CCCCC1.P([O-])([O-])([O-])=O.[K+].[K+].[K+]. Product: [CH3:27][O:26][C:23]1[CH:24]=[C:25]2[C:20](=[CH:21][C:22]=1[O:28][CH3:29])[N:19]=[CH:18][CH:17]=[C:16]2[O:1][C:2]1[CH:14]=[CH:13][C:5]2[C:6]([C:9]([O:11][CH3:12])=[O:10])=[CH:7][O:8][C:4]=2[CH:3]=1. The catalyst class is: 613. (2) Reactant: [C:1]1(=[O:7])[O:6][C:4](=[O:5])[CH2:3][CH2:2]1.[CH3:8][CH:9]1[CH2:18][C:17]2[N:16]=[N:15][C:14]([C:19]3[CH:24]=[CH:23][CH:22]=[C:21]([C:25]([F:28])([F:27])[F:26])[CH:20]=3)=[CH:13][C:12]=2[CH:11]([OH:29])[CH2:10]1.C1(C)C=CC=CC=1. Product: [C:4]([CH2:3][CH2:2][C:1]([O:29][CH:11]1[CH2:10][CH:9]([CH3:8])[CH2:18][C:17]2[N:16]=[N:15][C:14]([C:19]3[CH:24]=[CH:23][CH:22]=[C:21]([C:25]([F:28])([F:27])[F:26])[CH:20]=3)=[CH:13][C:12]1=2)=[O:7])([OH:6])=[O:5]. The catalyst class is: 17. (3) Reactant: [CH3:1][C:2]1([CH3:9])[O:6][CH:5]([CH2:7][OH:8])[CH2:4][O:3]1.[O:10]=[C:11]1[CH2:15][CH2:14][C:13](=[O:16])[N:12]1[O:17][C:18](=O)[O:19]N1C(=O)CCC1=O.C(N(CC)CC)C. Product: [O:10]=[C:11]1[CH2:15][CH2:14][C:13](=[O:16])[N:12]1[O:17][C:18](=[O:19])[O:8][CH2:7][CH:5]1[CH2:4][O:3][C:2]([CH3:9])([CH3:1])[O:6]1. The catalyst class is: 10. (4) Reactant: [Cl:1][C:2]1[CH:3]=[N:4][CH:5]=[C:6]([Cl:41])[C:7]=1[CH:8]([OH:40])[CH2:9][N:10]([CH2:31][C:32]1[CH:37]=[C:36]([F:38])[CH:35]=[C:34]([F:39])[CH:33]=1)[C:11]([C:13]1[CH:14]=[N:15][N:16]([C@H:22]2[CH2:27][CH2:26][C@H:25]([C:28]([OH:30])=O)[CH2:24][CH2:23]2)[C:17]=1[C:18]([F:21])([F:20])[F:19])=[O:12].Cl.[CH3:43][O:44][NH2:45].CN(C(ON1N=NC2C=CC=NC1=2)=[N+](C)C)C.F[P-](F)(F)(F)(F)F.CCN(C(C)C)C(C)C. The catalyst class is: 3. Product: [Cl:1][C:2]1[CH:3]=[N:4][CH:5]=[C:6]([Cl:41])[C:7]=1[CH:8]([OH:40])[CH2:9][N:10]([CH2:31][C:32]1[CH:33]=[C:34]([F:39])[CH:35]=[C:36]([F:38])[CH:37]=1)[C:11]([C:13]1[CH:14]=[N:15][N:16]([C@H:22]2[CH2:23][CH2:24][C@H:25]([C:28](=[O:30])[NH:45][O:44][CH3:43])[CH2:26][CH2:27]2)[C:17]=1[C:18]([F:21])([F:20])[F:19])=[O:12]. (5) Reactant: [H-].[Cl:2][C:3]1[C:4]([CH2:13][N:14]2[C:18]3[CH:19]=[C:20]([C:24](OCC)=[O:25])[CH:21]=[C:22]([CH3:23])[C:17]=3[N:16]=[C:15]2[CH3:29])=[N:5][CH:6]=[C:7]([C:9]([F:12])([F:11])[F:10])[CH:8]=1. Product: [Cl:2][C:3]1[C:4]([CH2:13][N:14]2[C:18]3[CH:19]=[C:20]([CH2:24][OH:25])[CH:21]=[C:22]([CH3:23])[C:17]=3[N:16]=[C:15]2[CH3:29])=[N:5][CH:6]=[C:7]([C:9]([F:12])([F:10])[F:11])[CH:8]=1. The catalyst class is: 359. (6) Reactant: Br[C:2]1[C:3](=[O:13])[C:4]2[C:9]([C:10](=[O:12])[CH:11]=1)=[CH:8][CH:7]=[CH:6][CH:5]=2.[CH2:14]([NH2:21])[C:15]1[CH:20]=[CH:19][CH:18]=[CH:17][CH:16]=1. Product: [CH2:14]([NH:21][C:2]1[C:3](=[O:13])[C:4]2[C:9]([C:10](=[O:12])[CH:11]=1)=[CH:8][CH:7]=[CH:6][CH:5]=2)[C:15]1[CH:20]=[CH:19][CH:18]=[CH:17][CH:16]=1. The catalyst class is: 14. (7) Reactant: [CH:1]1([NH:4][C:5]2[C:6]([NH2:11])=[CH:7][CH:8]=[CH:9][CH:10]=2)[CH2:3][CH2:2]1.C(N(C(C)C)CC)(C)C.[Cl:21][C:22]1[N:30]=[CH:29][CH:28]=[CH:27][C:23]=1[C:24](Cl)=[O:25]. Product: [Cl:21][C:22]1[N:30]=[CH:29][CH:28]=[CH:27][C:23]=1[C:24]([NH:11][C:6]1[CH:7]=[CH:8][CH:9]=[CH:10][C:5]=1[NH:4][CH:1]1[CH2:3][CH2:2]1)=[O:25]. The catalyst class is: 1. (8) Reactant: [OH-].[Na+].[Cl:3][C:4]1[CH:9]=[CH:8][C:7]([C:10]2[O:11][CH:12]=[C:13]([C:15]([O:17]C)=[O:16])[N:14]=2)=[CH:6][C:5]=1[C:19]([NH:21][CH2:22][C:23]12[CH2:32][CH:27]3[CH2:28][CH:29]([CH2:31][CH:25]([CH2:26]3)[CH2:24]1)[CH2:30]2)=[O:20]. The catalyst class is: 132. Product: [Cl:3][C:4]1[CH:9]=[CH:8][C:7]([C:10]2[O:11][CH:12]=[C:13]([C:15]([OH:17])=[O:16])[N:14]=2)=[CH:6][C:5]=1[C:19]([NH:21][CH2:22][C:23]12[CH2:32][CH:27]3[CH2:28][CH:29]([CH2:31][CH:25]([CH2:26]3)[CH2:24]1)[CH2:30]2)=[O:20].